From a dataset of TCR-epitope binding with 47,182 pairs between 192 epitopes and 23,139 TCRs. Binary Classification. Given a T-cell receptor sequence (or CDR3 region) and an epitope sequence, predict whether binding occurs between them. The epitope is KMKDLSPRW. The TCR CDR3 sequence is CASSQERGIEAFF. Result: 0 (the TCR does not bind to the epitope).